From a dataset of Forward reaction prediction with 1.9M reactions from USPTO patents (1976-2016). Predict the product of the given reaction. (1) Given the reactants CON(C)[C:4]([C:6]1[C:7]([NH2:15])=[N:8][C:9]([S:12][CH2:13][CH3:14])=[N:10][CH:11]=1)=[O:5].[F:17][C:18]1[C:23]([F:24])=[C:22]([F:25])[CH:21]=[CH:20][C:19]=1[O:26][CH3:27], predict the reaction product. The product is: [NH2:15][C:7]1[C:6]([C:4]([C:20]2[CH:21]=[C:22]([F:25])[C:23]([F:24])=[C:18]([F:17])[C:19]=2[O:26][CH3:27])=[O:5])=[CH:11][N:10]=[C:9]([S:12][CH2:13][CH3:14])[N:8]=1. (2) Given the reactants [CH3:1][N:2]([CH3:5])[CH:3]=[O:4].C(N(C(C)C)CC)(C)C.[CH3:15][C:16]([C:19]1[C:24]([NH:25][C:26]([C:28]2[C:37](=[O:38])[C:36]3[CH:35]=[CH:34][CH:33]=[CH:32][C:31]=3[NH:30][CH:29]=2)=[O:27])=[CH:23][C:22]([OH:39])=[C:21]([C:40]([CH3:43])([CH3:42])[CH3:41])[CH:20]=1)([CH3:18])[CH3:17], predict the reaction product. The product is: [CH3:18][C:16]([C:19]1[C:24]([NH:25][C:26]([C:28]2[C:37](=[O:38])[C:36]3[CH:35]=[CH:34][CH:33]=[CH:32][C:31]=3[NH:30][CH:29]=2)=[O:27])=[CH:23][C:22]([OH:39])=[C:21]([C:40]([CH3:43])([CH3:42])[CH3:41])[CH:20]=1)([CH3:15])[CH3:17].[CH3:1][N:2]([CH:3]=[O:4])[CH3:5]. (3) Given the reactants [CH3:1][O:2][C:3]1[CH:8]=[CH:7][C:6]([C:9]2[CH2:18][CH2:17][C:16]3[CH:15]=[C:14]([C:19]([O:21][CH3:22])=[O:20])[CH:13]=[CH:12][C:11]=3[CH:10]=2)=[CH:5][CH:4]=1, predict the reaction product. The product is: [CH3:1][O:2][C:3]1[CH:4]=[CH:5][C:6]([CH:9]2[CH2:18][CH2:17][C:16]3[CH:15]=[C:14]([C:19]([O:21][CH3:22])=[O:20])[CH:13]=[CH:12][C:11]=3[CH2:10]2)=[CH:7][CH:8]=1. (4) Given the reactants C([O:3][C:4](=[O:23])[C:5]([CH3:22])([O:14][C:15]1[CH:16]=[C:17]([CH3:21])[CH:18]=[CH:19][CH:20]=1)[CH2:6][C:7]1[CH:12]=[CH:11][C:10](O)=[CH:9][CH:8]=1)C.[CH3:24][C:25]1[O:29][C:28]([C:30]2[CH:35]=[CH:34][CH:33]=[CH:32][CH:31]=2)=[N:27][C:26]=1[CH2:36][CH2:37][O:38]S(C1C=CC(C)=CC=1)(=O)=O.C([O-])([O-])=O.[K+].[K+].[OH-].[Na+], predict the reaction product. The product is: [CH3:22][C:5]([O:14][C:15]1[CH:16]=[C:17]([CH3:21])[CH:18]=[CH:19][CH:20]=1)([CH2:6][C:7]1[CH:12]=[CH:11][C:10]([O:38][CH2:37][CH2:36][C:26]2[N:27]=[C:28]([C:30]3[CH:31]=[CH:32][CH:33]=[CH:34][CH:35]=3)[O:29][C:25]=2[CH3:24])=[CH:9][CH:8]=1)[C:4]([OH:23])=[O:3].